Predict which catalyst facilitates the given reaction. From a dataset of Catalyst prediction with 721,799 reactions and 888 catalyst types from USPTO. (1) Reactant: [C:1](=[O:4])([O-])[O-].[K+].[K+].CI.[Cl:9][C:10]1[CH:11]=[C:12](O)[CH:13]=[CH:14][C:15]=1[C:16]1[CH:30]=[C:19]2[CH:20]=[C:21]([CH:25]([CH2:28][CH3:29])[CH2:26][CH3:27])[CH:22]=[C:23]([CH3:24])[N:18]2[N:17]=1.O. Product: [Cl:9][C:10]1[CH:11]=[C:12]([O:4][CH3:1])[CH:13]=[CH:14][C:15]=1[C:16]1[CH:30]=[C:19]2[CH:20]=[C:21]([CH:25]([CH2:28][CH3:29])[CH2:26][CH3:27])[CH:22]=[C:23]([CH3:24])[N:18]2[N:17]=1. The catalyst class is: 9. (2) Reactant: [CH:1]1([CH:4]([C:6]2[CH:11]=[CH:10][CH:9]=[C:8]([CH:12]([CH:14]3[CH2:16][CH2:15]3)[CH3:13])[C:7]=2[OH:17])[CH3:5])[CH2:3][CH2:2]1.[OH-].[Na+].Br[CH2:21][Cl:22]. Product: [Cl:22][CH2:21][O:17][C:7]1[C:8]([CH:12]([CH:14]2[CH2:16][CH2:15]2)[CH3:13])=[CH:9][CH:10]=[CH:11][C:6]=1[CH:4]([CH:1]1[CH2:2][CH2:3]1)[CH3:5]. The catalyst class is: 7.